From a dataset of Full USPTO retrosynthesis dataset with 1.9M reactions from patents (1976-2016). Predict the reactants needed to synthesize the given product. (1) The reactants are: C([O:8][C:9]1[N:14]=[C:13]2[N:15]([C:19]3[CH:24]=[CH:23][CH:22]=[CH:21][C:20]=3[Cl:25])[C:16](=O)[NH:17][C:12]2=[CH:11][CH:10]=1)C1C=CC=CC=1.O=P(Cl)(Cl)[Cl:28]. Given the product [Cl:28][C:16]1[N:15]([C:19]2[CH:24]=[CH:23][CH:22]=[CH:21][C:20]=2[Cl:25])[C:13]2=[N:14][C:9]([OH:8])=[CH:10][CH:11]=[C:12]2[N:17]=1, predict the reactants needed to synthesize it. (2) Given the product [F:20][C:15]1[CH:16]=[C:17]([F:19])[CH:18]=[C:13]2[C:14]=1[O:1][CH:2]([C:23]1[CH:24]=[CH:25][C:26]([O:29][CH2:30][CH2:31][N:45]3[CH2:41][CH2:39][CH2:40][CH2:47][CH2:46]3)=[CH:27][CH:28]=1)[C:3]1[C:12]2=[CH:11][CH:10]=[C:9]2[C:4]=1[CH:5]=[CH:6][C:7]([OH:22])=[CH:8]2, predict the reactants needed to synthesize it. The reactants are: [OH:1][CH:2]([C:23]1[CH:28]=[CH:27][C:26]([O:29][CH2:30][CH2:31]N2CCCCC2)=[CH:25][CH:24]=1)[C:3]1[C:12]([C:13]2[CH:18]=[C:17]([F:19])[CH:16]=[C:15]([F:20])[C:14]=2F)=[CH:11][CH:10]=[C:9]2[C:4]=1[CH:5]=[CH:6][C:7]([OH:22])=[CH:8]2.C[C:39]([O-])([CH3:41])[CH3:40].[K+].[Cl-].[NH4+:45].[CH2:46]1COC[CH2:47]1. (3) Given the product [CH3:12][C:10]([C:9]([O:14][CH3:15])=[O:13])=[CH2:11].[CH2:1]=[CH:2][C:3]1[CH:8]=[CH:7][CH:6]=[CH:5][CH:4]=1, predict the reactants needed to synthesize it. The reactants are: [CH2:1]=[CH:2][C:3]1[CH:8]=[CH:7][CH:6]=[CH:5][CH:4]=1.[C:9]([O:14][CH3:15])(=[O:13])[C:10]([CH3:12])=[CH2:11].C(OC1C=CC=CC=1)(=O)C(C)=C. (4) Given the product [F:9][C:10]([F:18])([F:17])[C:11]([C:6]1[CH:5]=[CH:4][C:3]([CH3:7])=[CH:2][C:1]=1[CH3:8])([OH:12])[C:13]([F:16])([F:15])[F:14], predict the reactants needed to synthesize it. The reactants are: [C:1]1([CH3:8])[CH:6]=[CH:5][CH:4]=[C:3]([CH3:7])[CH:2]=1.[F:9][C:10]([F:18])([F:17])[C:11]([C:13]([F:16])([F:15])[F:14])=[O:12]. (5) Given the product [NH2:1][C:2]1[N:7]=[CH:6][C:5]([C:26]2[CH:27]=[CH:28][C:23]([C:21]([O:20][CH2:13][C:14]3[CH:19]=[CH:18][CH:17]=[CH:16][CH:15]=3)=[O:22])=[CH:24][CH:25]=2)=[N:4][C:3]=1[C:9]([NH:11][CH3:12])=[O:10], predict the reactants needed to synthesize it. The reactants are: [NH2:1][C:2]1[C:3]([C:9]([NH:11][CH3:12])=[O:10])=[N:4][C:5](Br)=[CH:6][N:7]=1.[CH2:13]([O:20][C:21]([C:23]1[CH:28]=[CH:27][C:26](B(O)O)=[CH:25][CH:24]=1)=[O:22])[C:14]1[CH:19]=[CH:18][CH:17]=[CH:16][CH:15]=1.C(N(CC)CC)C.ClCCl. (6) Given the product [Cl:21][C:19]1[CH:20]=[C:15]([NH:13][C:10]2[CH:9]=[N:8][C:7]([CH2:6][NH:5][CH:1]3[CH2:2][CH2:3][CH2:4]3)=[CH:12][N:11]=2)[C:16](=[O:23])[N:17]([CH3:22])[N:18]=1, predict the reactants needed to synthesize it. The reactants are: [CH:1]1([NH:5][CH2:6][C:7]2[N:8]=[CH:9][C:10]([NH2:13])=[N:11][CH:12]=2)[CH2:4][CH2:3][CH2:2]1.Br[C:15]1[C:16](=[O:23])[N:17]([CH3:22])[N:18]=[C:19]([Cl:21])[CH:20]=1.C([O-])([O-])=O.[Cs+].[Cs+].CC1(C)C2C(=C(P(C3C=CC=CC=3)C3C=CC=CC=3)C=CC=2)OC2C(P(C3C=CC=CC=3)C3C=CC=CC=3)=CC=CC1=2.